This data is from NCI-60 drug combinations with 297,098 pairs across 59 cell lines. The task is: Regression. Given two drug SMILES strings and cell line genomic features, predict the synergy score measuring deviation from expected non-interaction effect. (1) Drug 1: C1=NC(=NC(=O)N1C2C(C(C(O2)CO)O)O)N. Drug 2: CN1C2=C(C=C(C=C2)N(CCCl)CCCl)N=C1CCCC(=O)O.Cl. Cell line: MALME-3M. Synergy scores: CSS=9.52, Synergy_ZIP=-2.61, Synergy_Bliss=1.48, Synergy_Loewe=-8.33, Synergy_HSA=0.948. (2) Drug 1: CN1CCC(CC1)COC2=C(C=C3C(=C2)N=CN=C3NC4=C(C=C(C=C4)Br)F)OC. Drug 2: CC1C(C(CC(O1)OC2CC(CC3=C2C(=C4C(=C3O)C(=O)C5=C(C4=O)C(=CC=C5)OC)O)(C(=O)C)O)N)O.Cl. Cell line: IGROV1. Synergy scores: CSS=69.0, Synergy_ZIP=8.30, Synergy_Bliss=9.13, Synergy_Loewe=9.26, Synergy_HSA=12.1.